This data is from Catalyst prediction with 721,799 reactions and 888 catalyst types from USPTO. The task is: Predict which catalyst facilitates the given reaction. Reactant: Cl[CH2:2][CH:3]=[CH:4][C:5]1[NH:6][C:7]2[CH:12]=[C:11]([C:13]3[CH:18]=[CH:17][C:16]([O:19][CH2:20][CH3:21])=[C:15]([C:22]([F:25])([F:24])[F:23])[CH:14]=3)[N:10]=[C:9]([C:26]#[N:27])[C:8]=2[N:28]=1.[NH:29]1[CH2:34][CH2:33][O:32][CH2:31][CH2:30]1. Product: [CH2:20]([O:19][C:16]1[CH:17]=[CH:18][C:13]([C:11]2[N:10]=[C:9]([C:26]#[N:27])[C:8]3[N:28]=[C:5]([CH:4]=[CH:3][CH2:2][N:29]4[CH2:34][CH2:33][O:32][CH2:31][CH2:30]4)[NH:6][C:7]=3[CH:12]=2)=[CH:14][C:15]=1[C:22]([F:25])([F:24])[F:23])[CH3:21]. The catalyst class is: 16.